From a dataset of Peptide-MHC class I binding affinity with 185,985 pairs from IEDB/IMGT. Regression. Given a peptide amino acid sequence and an MHC pseudo amino acid sequence, predict their binding affinity value. This is MHC class I binding data. (1) The peptide sequence is RWQQLLALA. The MHC is Mamu-B08 with pseudo-sequence Mamu-B08. The binding affinity (normalized) is 0.375. (2) The peptide sequence is GQTVEMSPF. The MHC is HLA-B51:01 with pseudo-sequence HLA-B51:01. The binding affinity (normalized) is 0.213. (3) The peptide sequence is AMALSIVSL. The MHC is HLA-A02:17 with pseudo-sequence HLA-A02:17. The binding affinity (normalized) is 0.522. (4) The peptide sequence is AGFHPTARR. The MHC is Patr-A0301 with pseudo-sequence Patr-A0301. The binding affinity (normalized) is 0.520. (5) The peptide sequence is AEILSGRVI. The MHC is HLA-A30:01 with pseudo-sequence HLA-A30:01. The binding affinity (normalized) is 0.0847. (6) The peptide sequence is SAFVRFSTDK. The MHC is HLA-A11:01 with pseudo-sequence HLA-A11:01. The binding affinity (normalized) is 0.736.